Dataset: Full USPTO retrosynthesis dataset with 1.9M reactions from patents (1976-2016). Task: Predict the reactants needed to synthesize the given product. (1) Given the product [OH:36][CH2:37][C:38]#[C:39][CH2:40][N:41]1[C:45](=[O:46])[C:44]([CH3:57])([C:47]2[CH:52]=[CH:51][C:50]([O:53][CH:54]([CH3:55])[CH3:56])=[CH:49][CH:48]=2)[NH:43][C:42]1=[O:58], predict the reactants needed to synthesize it. The reactants are: [F-].C([N+](CCCC)(CCCC)CCCC)CCC.[Si]([O:36][CH2:37][C:38]#[C:39][CH2:40][N:41]1[C:45](=[O:46])[C:44]([CH3:57])([C:47]2[CH:52]=[CH:51][C:50]([O:53][CH:54]([CH3:56])[CH3:55])=[CH:49][CH:48]=2)[NH:43][C:42]1=[O:58])(C(C)(C)C)(C1C=CC=CC=1)C1C=CC=CC=1.Cl. (2) Given the product [CH3:1][O:2][C:3](=[O:17])[CH2:4][CH2:5][C:6]1[C:14]2[C:9](=[CH:10][CH:11]=[C:12]([O:15][CH3:16])[CH:13]=2)[NH:8][CH:7]=1, predict the reactants needed to synthesize it. The reactants are: [CH3:1][O:2][C:3](=[O:17])[CH:4]=[CH:5][C:6]1[C:14]2[C:9](=[CH:10][CH:11]=[C:12]([O:15][CH3:16])[CH:13]=2)[NH:8][CH:7]=1. (3) Given the product [C:31]([O:30][C:29](=[O:35])[NH:28][C@@H:23]1[C@H:22]([NH:21][C:16]2[N:17]=[CH:18][C:13]3[S:12][CH:11]=[C:10]([C:8](=[O:9])[NH:7][C:4]4[CH:5]=[CH:6][CH:1]([CH3:20])[CH2:2][CH:3]=4)[C:14]=3[N:15]=2)[CH2:27][CH2:26][O:25][CH2:24]1)([CH3:34])([CH3:32])[CH3:33], predict the reactants needed to synthesize it. The reactants are: [C:1]1([CH3:20])[CH:6]=[CH:5][C:4]([NH:7][C:8]([C:10]2[C:14]3[N:15]=[C:16](Cl)[N:17]=[CH:18][C:13]=3[S:12][CH:11]=2)=[O:9])=[CH:3][CH:2]=1.[NH2:21][C@@H:22]1[CH2:27][CH2:26][O:25][CH2:24][C@@H:23]1[NH:28][C:29](=[O:35])[O:30][C:31]([CH3:34])([CH3:33])[CH3:32].C(N(C(C)C)CC)(C)C. (4) Given the product [C:34]([O:38][C:39](=[O:40])[N:20]([CH2:19][CH2:18][CH2:17][CH2:16][N:4]1[C:5]2[C:14]3[CH:13]=[CH:12][CH:11]=[CH:10][C:9]=3[N:8]=[CH:7][C:6]=2[N:15]=[C:3]1[CH2:1][CH3:2])[CH:21]1[CH2:26][CH2:25][O:24][CH2:23][CH2:22]1)([CH3:37])([CH3:36])[CH3:35], predict the reactants needed to synthesize it. The reactants are: [CH2:1]([C:3]1[N:4]([CH2:16][CH2:17][CH2:18][CH2:19][NH:20][CH:21]2[CH2:26][CH2:25][O:24][CH2:23][CH2:22]2)[C:5]2[C:14]3[CH:13]=[CH:12][CH:11]=[CH:10][C:9]=3[N:8]=[CH:7][C:6]=2[N:15]=1)[CH3:2].C(N(CC)CC)C.[C:34]([O:38][C:39](O[C:39]([O:38][C:34]([CH3:37])([CH3:36])[CH3:35])=[O:40])=[O:40])([CH3:37])([CH3:36])[CH3:35]. (5) The reactants are: O=[C:2]([CH3:8])[C:3](=O)[C:4]([OH:6])=[O:5].CC[O-].[Na+].[CH3:13][S:14][C:15](=[NH:17])[NH2:16]. Given the product [CH3:13][S:14][C:15]1[N:17]=[C:3]([C:4]([OH:6])=[O:5])[CH:2]=[CH:8][N:16]=1, predict the reactants needed to synthesize it.